From a dataset of Full USPTO retrosynthesis dataset with 1.9M reactions from patents (1976-2016). Predict the reactants needed to synthesize the given product. (1) Given the product [Br:15][C:16]1[CH:21]=[CH:20][C:19]([CH2:22][N:9]2[CH2:10][C:6]3[CH:5]=[C:4]([CH:1]4[CH2:3][CH2:2]4)[S:12][C:7]=3[C:8]2=[O:11])=[C:18]([F:24])[CH:17]=1, predict the reactants needed to synthesize it. The reactants are: [CH:1]1([C:4]2[S:12][C:7]3[C:8](=[O:11])[NH:9][CH2:10][C:6]=3[CH:5]=2)[CH2:3][CH2:2]1.[H-].[Na+].[Br:15][C:16]1[CH:21]=[CH:20][C:19]([CH2:22]Br)=[C:18]([F:24])[CH:17]=1. (2) Given the product [C:1]([N:5]1[CH2:6][CH:7]([CH:23]([OH:40])[CH2:28][OH:29])[O:8][C:9]2([CH2:11][CH2:12][N:13]([C:16]([O:37][C:34]([CH3:36])([CH3:35])[CH3:33])=[O:17])[CH2:14][CH2:15]2)[CH2:10]1)([CH3:2])([CH3:3])[CH3:4], predict the reactants needed to synthesize it. The reactants are: [C:1]([N:5]1[CH2:10][C:9]2([CH2:15][CH2:14][N:13]([C:16](OC(C)(C)C)=[O:17])[CH2:12][CH2:11]2)[O:8][CH:7]([CH:23]=C)[CH2:6]1)([CH3:4])([CH3:3])[CH3:2].C[N+]1([O-])CC[O:29][CH2:28]C1.[CH3:33][C:34]([OH:37])([CH3:36])[CH3:35].CC(C)=[O:40]. (3) Given the product [CH3:11][O:12][CH2:13][N:8]1[CH2:9][C@@H:4]([CH3:3])[O:5][CH2:6][C:7]1=[O:10], predict the reactants needed to synthesize it. The reactants are: [H-].[Na+].[CH3:3][C@@H:4]1[CH2:9][NH:8][C:7](=[O:10])[CH2:6][O:5]1.[CH3:11][O:12][CH2:13]Cl. (4) Given the product [ClH:1].[ClH:1].[Cl:1][C:2]1[CH:3]=[C:4]([CH:34]=[CH:35][C:36]=1[Cl:37])[CH2:5][NH:6][C:7]1[C:16]2[C:11](=[C:12]([N:17]3[CH2:18][CH2:19][NH:20][CH2:21][CH2:22]3)[CH:13]=[CH:14][CH:15]=2)[N:10]=[C:9]([CH3:33])[CH:8]=1, predict the reactants needed to synthesize it. The reactants are: [Cl:1][C:2]1[CH:3]=[C:4]([CH:34]=[CH:35][C:36]=1[Cl:37])[CH2:5][NH:6][C:7]1[C:16]2[C:11](=[C:12]([N:17]3[CH2:22][CH2:21][N:20](S(C4C=CC(C)=CC=4)(=O)=O)[CH2:19][CH2:18]3)[CH:13]=[CH:14][CH:15]=2)[N:10]=[C:9]([CH3:33])[CH:8]=1.Br. (5) Given the product [O:1]1[C:5]2([CH2:10][CH2:9][CH:8]([CH:11]([OH:12])[CH2:15][CH:14]=[CH2:13])[CH2:7][CH2:6]2)[O:4][CH2:3][CH2:2]1, predict the reactants needed to synthesize it. The reactants are: [O:1]1[C:5]2([CH2:10][CH2:9][CH:8]([CH:11]=[O:12])[CH2:7][CH2:6]2)[O:4][CH2:3][CH2:2]1.[CH2:13]([Mg]Br)[CH:14]=[CH2:15].